This data is from Full USPTO retrosynthesis dataset with 1.9M reactions from patents (1976-2016). The task is: Predict the reactants needed to synthesize the given product. (1) Given the product [C:1]([O:5][C:6]([N:8]1[CH2:12][CH2:11][CH2:10][C@@H:9]1[C@@H:13]([OH:37])[C@H:14]([NH2:22])[CH2:15][C:16]1[CH:17]=[CH:18][CH:19]=[CH:20][CH:21]=1)=[O:7])([CH3:4])([CH3:2])[CH3:3], predict the reactants needed to synthesize it. The reactants are: [C:1]([O:5][C:6]([N:8]1[CH2:12][CH2:11][CH2:10][C@@H:9]1[C@@H:13]([OH:37])[C@H:14]([N:22](CC1C=CC=CC=1)CC1C=CC=CC=1)[CH2:15][C:16]1[CH:21]=[CH:20][CH:19]=[CH:18][CH:17]=1)=[O:7])([CH3:4])([CH3:3])[CH3:2].[H][H]. (2) Given the product [CH3:38][C:36]1[O:35][N:34]=[C:33]([CH2:32][N:1]2[C:9]3[C:4](=[CH:5][C:6]([NH:10][C:11]4[C:20]5[C:15](=[CH:16][C:17]([O:29][CH3:30])=[CH:18][C:19]=5[O:21][CH:22]5[CH2:23][CH2:24][N:25]([CH3:28])[CH2:26][CH2:27]5)[N:14]=[CH:13][N:12]=4)=[CH:7][CH:8]=3)[CH:3]=[CH:2]2)[CH:37]=1, predict the reactants needed to synthesize it. The reactants are: [NH:1]1[C:9]2[C:4](=[CH:5][C:6]([NH:10][C:11]3[C:20]4[C:15](=[CH:16][C:17]([O:29][CH3:30])=[CH:18][C:19]=4[O:21][CH:22]4[CH2:27][CH2:26][N:25]([CH3:28])[CH2:24][CH2:23]4)[N:14]=[CH:13][N:12]=3)=[CH:7][CH:8]=2)[CH:3]=[CH:2]1.Cl[CH2:32][C:33]1[CH:37]=[C:36]([CH3:38])[O:35][N:34]=1. (3) Given the product [CH3:11][C:12]([OH:17])([CH2:13][CH2:14][O:15][CH2:2][CH2:3][O:4][CH:5]1[CH2:10][CH2:9][CH2:8][CH2:7][O:6]1)[CH3:16], predict the reactants needed to synthesize it. The reactants are: Br[CH2:2][CH2:3][O:4][CH:5]1[CH2:10][CH2:9][CH2:8][CH2:7][O:6]1.[CH3:11][C:12]([OH:17])([CH3:16])[CH2:13][CH2:14][OH:15].[OH-].[Na+].O. (4) Given the product [Br:13][C:10]1[CH:11]=[CH:12][C:7]([CH2:6][O:5][CH3:16])=[CH:8][C:9]=1[F:14], predict the reactants needed to synthesize it. The reactants are: CS([O:5][CH2:6][C:7]1[CH:12]=[CH:11][C:10]([Br:13])=[C:9]([F:14])[CH:8]=1)(=O)=O.N1C(C)=CC=C[C:16]=1C. (5) Given the product [ClH:30].[F:1][C:2]1[CH:7]=[CH:6][C:5]([C:8]2[NH:12][C:11]3[CH:13]=[CH:14][C:15]([C@@H:17]4[O:22][CH2:21][CH2:20][NH:19][CH2:18]4)=[CH:16][C:10]=3[N:9]=2)=[CH:4][CH:3]=1, predict the reactants needed to synthesize it. The reactants are: [F:1][C:2]1[CH:7]=[CH:6][C:5]([C:8]2[NH:12][C:11]3[CH:13]=[CH:14][C:15]([C@@H:17]4[O:22][CH2:21][CH2:20][N:19](C(OC(C)(C)C)=O)[CH2:18]4)=[CH:16][C:10]=3[N:9]=2)=[CH:4][CH:3]=1.[ClH:30].CCOCC. (6) Given the product [Br:36][C:37]1[CH:42]=[CH:41][C:40]([O:1][CH2:2][C:3]2[C:4]([CH3:17])=[N:5][N:6]([C:9]3[CH:16]=[CH:15][C:12]([C:13]#[N:14])=[CH:11][CH:10]=3)[C:7]=2[CH3:8])=[C:39]([F:44])[CH:38]=1, predict the reactants needed to synthesize it. The reactants are: [OH:1][CH2:2][C:3]1[C:4]([CH3:17])=[N:5][N:6]([C:9]2[CH:16]=[CH:15][C:12]([C:13]#[N:14])=[CH:11][CH:10]=2)[C:7]=1[CH3:8].N(C(N1CCCCC1)=O)=NC(N1CCCCC1)=O.[Br:36][C:37]1[CH:42]=[CH:41][C:40](O)=[C:39]([F:44])[CH:38]=1.[Cl-].[NH4+]. (7) Given the product [C:24]1([C:16]2[N:17]([C:18]3[CH:23]=[CH:22][CH:21]=[CH:20][CH:19]=3)[C:3]([C:2]([F:1])([F:8])[F:9])=[N:12][N:11]=2)[CH:29]=[CH:28][CH:27]=[CH:26][CH:25]=1, predict the reactants needed to synthesize it. The reactants are: [F:1][C:2]([F:9])([F:8])[C:3](OCC)=O.O.[NH2:11][NH2:12].C(S[C:16]([C:24]1[CH:29]=[CH:28][CH:27]=[CH:26][CH:25]=1)=[N:17][C:18]1[CH:23]=[CH:22][CH:21]=[CH:20][CH:19]=1)C. (8) Given the product [NH:15]1[C:23]2[C:18](=[CH:19][C:20]([N:5]3[CH:6]=[C:7]([C:8]([O:10][CH2:11][CH3:12])=[O:9])[C:3]([C:2]([F:1])([F:13])[F:14])=[N:4]3)=[CH:21][CH:22]=2)[CH:17]=[CH:16]1, predict the reactants needed to synthesize it. The reactants are: [F:1][C:2]([F:14])([F:13])[C:3]1[C:7]([C:8]([O:10][CH2:11][CH3:12])=[O:9])=[CH:6][NH:5][N:4]=1.[NH:15]1[C:23]2[C:18](=[CH:19][C:20](B(O)O)=[CH:21][CH:22]=2)[CH:17]=[CH:16]1.N1C=CC=CC=1. (9) Given the product [Cl:10][C:11]1[CH:33]=[CH:32][C:14]([CH2:15][NH:16][C:17]([C:19]2[C:20](=[O:31])[C:21]3[CH:28]=[C:27]([CH2:29][N:37]([CH2:38][CH:39]([OH:40])[C:41]4[N:42]=[CH:43][CH:44]=[CH:45][N:46]=4)[CH3:36])[O:26][C:22]=3[N:23]([CH3:25])[CH:24]=2)=[O:18])=[CH:13][CH:12]=1, predict the reactants needed to synthesize it. The reactants are: C(N(CC)C(C)C)(C)C.[Cl:10][C:11]1[CH:33]=[CH:32][C:14]([CH2:15][NH:16][C:17]([C:19]2[C:20](=[O:31])[C:21]3[CH:28]=[C:27]([CH2:29]Cl)[O:26][C:22]=3[N:23]([CH3:25])[CH:24]=2)=[O:18])=[CH:13][CH:12]=1.Cl.Cl.[CH3:36][NH:37][CH2:38][C@H:39]([C:41]1[N:46]=[CH:45][CH:44]=[CH:43][N:42]=1)[OH:40].O.